Dataset: Forward reaction prediction with 1.9M reactions from USPTO patents (1976-2016). Task: Predict the product of the given reaction. (1) Given the reactants [Cl:1][C:2]1[CH:3]=[C:4]2[C:8](=[CH:9][CH:10]=1)[NH:7][C:6](=[O:11])[CH2:5]2.[Li+].C[Si]([N-][Si](C)(C)C)(C)C.C1COCC1.[N:27]1([CH2:33][CH2:34][O:35][C:36]2[CH:37]=[C:38]3[C:42](=[CH:43][CH:44]=2)[C:41](=O)[O:40][CH2:39]3)[CH2:32][CH2:31][O:30][CH2:29][CH2:28]1.Cl.[OH-].[Na+], predict the reaction product. The product is: [Cl:1][C:2]1[CH:3]=[C:4]2[C:8](=[CH:9][CH:10]=1)[NH:7][C:6](=[O:11])[C:5]2=[C:41]1[C:42]2[C:38](=[CH:37][C:36]([O:35][CH2:34][CH2:33][N:27]3[CH2:32][CH2:31][O:30][CH2:29][CH2:28]3)=[CH:44][CH:43]=2)[CH2:39][O:40]1. (2) Given the reactants [C:1]([NH:5][C:6]([C:8]1[C:9]2[CH2:10][C@H:11]3[CH2:23][C@H:12]3[C:13]=2[N:14]([C:16]2[CH:21]=[C:20](Br)[CH:19]=[CH:18][N:17]=2)[N:15]=1)=[O:7])([CH3:4])([CH3:3])[CH3:2].[CH:24]1(B(O)O)[CH2:26][CH2:25]1.P([O-])([O-])([O-])=O.[K+].[K+].[K+].C1(P(C2CCCCC2)C2CCCCC2)CCCCC1, predict the reaction product. The product is: [C:1]([NH:5][C:6]([C:8]1[C:9]2[CH2:10][C@H:11]3[CH2:23][C@H:12]3[C:13]=2[N:14]([C:16]2[CH:21]=[C:20]([CH:24]3[CH2:26][CH2:25]3)[CH:19]=[CH:18][N:17]=2)[N:15]=1)=[O:7])([CH3:4])([CH3:3])[CH3:2]. (3) Given the reactants C[C@@:2]1([C:5]2[CH:6]=[N:7][CH:8]=[CH:9][CH:10]=2)[CH2:4][O:3]1.[NH2:11][C@H:12]([CH3:27])[CH2:13][C:14]1[C:22]2[C:17](=[C:18]([C:23]([O:25][CH3:26])=[O:24])[CH:19]=[CH:20][CH:21]=2)[NH:16][CH:15]=1.N1C=CN=C1.[CH2:33]([Si:35](Cl)([CH2:38][CH3:39])[CH2:36][CH3:37])[CH3:34], predict the reaction product. The product is: [N:7]1[CH:8]=[CH:9][CH:10]=[C:5]([C@@H:2]([O:3][Si:35]([CH2:38][CH3:39])([CH2:36][CH3:37])[CH2:33][CH3:34])[CH2:4][NH:11][C@H:12]([CH3:27])[CH2:13][C:14]2[C:22]3[C:17](=[C:18]([C:23]([O:25][CH3:26])=[O:24])[CH:19]=[CH:20][CH:21]=3)[NH:16][CH:15]=2)[CH:6]=1. (4) Given the reactants Cl.Cl[C:3]1[N:8]=[CH:7][C:6]([CH2:9][NH2:10])=[CH:5][C:4]=1[CH3:11].FC1C=C(CN)C=CC=1[C:19]1[CH:24]=[CH:23][N:22]=[C:21]([CH3:25])[CH:20]=1.COC1C=CC=C(OC)C=1C1C=CC=CC=1P(C1CCCCC1)C1CCCCC1.[O-]P([O-])([O-])=O.[K+].[K+].[K+], predict the reaction product. The product is: [CH3:25][C:21]1[CH:20]=[C:19]([C:3]2[C:4]([CH3:11])=[CH:5][C:6]([CH2:9][NH2:10])=[CH:7][N:8]=2)[CH:24]=[CH:23][N:22]=1.